Task: Predict the product of the given reaction.. Dataset: Forward reaction prediction with 1.9M reactions from USPTO patents (1976-2016) (1) Given the reactants [F:1][C:2]1[C:7]2[O:8][CH2:9][CH2:10][N:11]([C:12]3[CH:19]=[CH:18][C:17]([C:20]([F:23])([F:22])[F:21])=[CH:16][C:13]=3[C:14]#[N:15])[C:6]=2[CH:5]=[CH:4][CH:3]=1.[Cl:24][S:25](O)(=[O:27])=[O:26], predict the reaction product. The product is: [C:14]([C:13]1[CH:16]=[C:17]([C:20]([F:23])([F:21])[F:22])[CH:18]=[CH:19][C:12]=1[N:11]1[CH2:10][CH2:9][O:8][C:7]2[C:2]([F:1])=[C:3]([S:25]([Cl:24])(=[O:27])=[O:26])[CH:4]=[CH:5][C:6]1=2)#[N:15]. (2) The product is: [NH2:29][C:27]1[C:28]2[C:20]([C:13]3[CH:14]=[CH:15][C:10]([CH2:9][NH:8][C:6](=[O:7])[O:5][C:1]([CH3:4])([CH3:3])[CH3:2])=[CH:11][CH:12]=3)=[CH:21][N:22]([S:30]([C:33]3[CH:38]=[CH:37][CH:36]=[CH:35][CH:34]=3)(=[O:32])=[O:31])[C:23]=2[N:24]=[CH:25][N:26]=1. Given the reactants [C:1]([O:5][C:6]([NH:8][CH2:9][C:10]1[CH:15]=[CH:14][C:13](B(O)O)=[CH:12][CH:11]=1)=[O:7])([CH3:4])([CH3:3])[CH3:2].I[C:20]1[C:28]2[C:27]([NH2:29])=[N:26][CH:25]=[N:24][C:23]=2[N:22]([S:30]([C:33]2[CH:38]=[CH:37][CH:36]=[CH:35][CH:34]=2)(=[O:32])=[O:31])[CH:21]=1.C([O-])([O-])=O.[K+].[K+], predict the reaction product. (3) Given the reactants [CH2:1]([O:3][C:4]([C:6]1[CH:15]=[C:14](Cl)[C:13]2[C:8](=[CH:9][CH:10]=[CH:11][CH:12]=2)[N:7]=1)=[O:5])[CH3:2].[Br:17][C:18]1[CH:23]=[CH:22][C:21]([OH:24])=[CH:20][CH:19]=1.C([O-])([O-])=O.[Cs+].[Cs+], predict the reaction product. The product is: [CH2:1]([O:3][C:4]([C:6]1[CH:15]=[C:14]([O:24][C:21]2[CH:22]=[CH:23][C:18]([Br:17])=[CH:19][CH:20]=2)[C:13]2[C:8](=[CH:9][CH:10]=[CH:11][CH:12]=2)[N:7]=1)=[O:5])[CH3:2]. (4) The product is: [Cl:1][CH2:2][C:3](=[O:19])[CH2:4][CH2:5][CH2:6][CH2:7][CH2:8][CH2:9][CH2:10][O:11][C:12]([CH3:17])([CH3:18])[C:13]([O:15][CH3:16])=[O:14]. Given the reactants [Cl:1][CH2:2][CH:3]([OH:19])[CH2:4][CH2:5][CH2:6][CH2:7][CH2:8][CH2:9][CH2:10][O:11][C:12]([CH3:18])([CH3:17])[C:13]([O:15][CH3:16])=[O:14].CC(C)=O.OS(O)(=O)=O.O=[Cr](=O)=O.S(=O)(=O)(O)O.O, predict the reaction product.